Dataset: Reaction yield outcomes from USPTO patents with 853,638 reactions. Task: Predict the reaction yield, written as a fraction of the theoretical maximum amount of product (1.0 means a 100% yield; for example, 0.34 means a 34% yield). (1) The reactants are [H-].[Na+].[OH:3][CH2:4][C:5]([CH3:22])([CH3:21])[CH2:6][C@H:7]1[CH2:11][O:10][C:9]([CH3:13])([CH3:12])[N:8]1[C:14]([O:16][C:17]([CH3:20])([CH3:19])[CH3:18])=[O:15].[CH3:23]I. The catalyst is CN(C=O)C. The product is [CH3:23][O:3][CH2:4][C:5]([CH3:22])([CH3:21])[CH2:6][C@H:7]1[CH2:11][O:10][C:9]([CH3:13])([CH3:12])[N:8]1[C:14]([O:16][C:17]([CH3:20])([CH3:19])[CH3:18])=[O:15]. The yield is 0.930. (2) The yield is 0.470. No catalyst specified. The reactants are F[C:2]1[C:3]([CH3:22])=[N:4][C:5]2[C:10]([N:11]=1)=[C:9]([C:12]1[NH:20][C:19]3[CH2:18][CH2:17][NH:16][C:15](=[O:21])[C:14]=3[CH:13]=1)[CH:8]=[CH:7][CH:6]=2.[CH3:23][CH:24]([NH2:26])[CH3:25]. The product is [CH:24]([NH:26][C:2]1[C:3]([CH3:22])=[N:4][C:5]2[C:10]([N:11]=1)=[C:9]([C:12]1[NH:20][C:19]3[CH2:18][CH2:17][NH:16][C:15](=[O:21])[C:14]=3[CH:13]=1)[CH:8]=[CH:7][CH:6]=2)([CH3:25])[CH3:23].